From a dataset of Forward reaction prediction with 1.9M reactions from USPTO patents (1976-2016). Predict the product of the given reaction. Given the reactants [CH3:1][O:2][CH:3]1[CH2:6][N:5](C(OC(C)(C)C)=O)[CH2:4]1.[C:14]([OH:20])([C:16]([F:19])([F:18])[F:17])=[O:15].C(Cl)Cl, predict the reaction product. The product is: [F:17][C:16]([F:19])([F:18])[C:14]([OH:20])=[O:15].[CH3:1][O:2][CH:3]1[CH2:6][NH:5][CH2:4]1.